This data is from Reaction yield outcomes from USPTO patents with 853,638 reactions. The task is: Predict the reaction yield, written as a fraction of the theoretical maximum amount of product (1.0 means a 100% yield; for example, 0.34 means a 34% yield). (1) The reactants are [Cl-].[Al+3].[Cl-].[Cl-].[Br:5][C:6]1[CH:7]=[C:8]2[CH:14]=[CH:13][NH:12][C:9]2=[N:10][CH:11]=1.[C:15](Cl)(=[O:17])[CH3:16]. The catalyst is C(Cl)Cl. The product is [Br:5][C:6]1[CH:7]=[C:8]2[C:14]([C:15](=[O:17])[CH3:16])=[CH:13][NH:12][C:9]2=[N:10][CH:11]=1. The yield is 0.930. (2) The reactants are C(OOC(C)(C)C)(C)(C)C.[Br:11][C:12]1[CH:13]=[C:14]([C:19]2([C:27]3[CH:32]=[CH:31][C:30]([OH:33])=[CH:29][CH:28]=3)[NH:23][C:22](=S)[N:21]([CH3:25])[C:20]2=[O:26])[CH:15]=[CH:16][C:17]=1[F:18].CO.[OH-].[NH4+:37]. No catalyst specified. The product is [NH2:37][C:22]1[N:21]([CH3:25])[C:20](=[O:26])[C:19]([C:14]2[CH:15]=[CH:16][C:17]([F:18])=[C:12]([Br:11])[CH:13]=2)([C:27]2[CH:32]=[CH:31][C:30]([OH:33])=[CH:29][CH:28]=2)[N:23]=1. The yield is 0.600.